Dataset: Buchwald-Hartwig C-N cross coupling reaction yields with 55,370 reactions. Task: Predict the reaction yield, written as a fraction of the theoretical maximum amount of product (1.0 means a 100% yield; for example, 0.34 means a 34% yield). (1) No catalyst specified. The yield is 0.342. The product is Cc1ccc(Nc2ccc(C(F)(F)F)cc2)cc1. The reactants are FC(F)(F)c1ccc(Br)cc1.Cc1ccc(N)cc1.O=S(=O)(O[Pd]1c2ccccc2-c2ccccc2N~1)C(F)(F)F.CC(C)c1cc(C(C)C)c(-c2ccccc2P(C(C)(C)C)C(C)(C)C)c(C(C)C)c1.CCN=P(N=P(N(C)C)(N(C)C)N(C)C)(N(C)C)N(C)C.c1ccc2oncc2c1. (2) The reactants are CCc1ccc(I)cc1.Cc1ccc(N)cc1.O=S(=O)(O[Pd]1c2ccccc2-c2ccccc2N~1)C(F)(F)F.COc1ccc(OC)c(P([C@]23C[C@H]4C[C@H](C[C@H](C4)C2)C3)[C@]23C[C@H]4C[C@H](C[C@H](C4)C2)C3)c1-c1c(C(C)C)cc(C(C)C)cc1C(C)C.CN(C)C(=NC(C)(C)C)N(C)C.c1ccc(CN(Cc2ccccc2)c2ccon2)cc1. No catalyst specified. The product is CCc1ccc(Nc2ccc(C)cc2)cc1. The yield is 0.640. (3) The reactants are FC(F)(F)c1ccc(I)cc1.Cc1ccc(N)cc1.O=S(=O)(O[Pd]1c2ccccc2-c2ccccc2N~1)C(F)(F)F.CC(C)c1cc(C(C)C)c(-c2ccccc2P(C2CCCCC2)C2CCCCC2)c(C(C)C)c1.CCN=P(N=P(N(C)C)(N(C)C)N(C)C)(N(C)C)N(C)C.COC(=O)c1ccno1. No catalyst specified. The product is Cc1ccc(Nc2ccc(C(F)(F)F)cc2)cc1. The yield is 0.0867. (4) The reactants are CCc1ccc(Cl)cc1.Cc1ccc(N)cc1.O=S(=O)(O[Pd]1c2ccccc2-c2ccccc2N~1)C(F)(F)F.CC(C)c1cc(C(C)C)c(-c2ccccc2P(C(C)(C)C)C(C)(C)C)c(C(C)C)c1.CN1CCCN2CCCN=C12.Cc1ccno1. The product is CCc1ccc(Nc2ccc(C)cc2)cc1. The yield is 0.0550. No catalyst specified. (5) The yield is 0.0237. The reactants are CCc1ccc(Br)cc1.Cc1ccc(N)cc1.O=S(=O)(O[Pd]1c2ccccc2-c2ccccc2N~1)C(F)(F)F.COc1ccc(OC)c(P(C(C)(C)C)C(C)(C)C)c1-c1c(C(C)C)cc(C(C)C)cc1C(C)C.CN(C)C(=NC(C)(C)C)N(C)C.CCOC(=O)c1cnoc1. No catalyst specified. The product is CCc1ccc(Nc2ccc(C)cc2)cc1. (6) The reactants are COc1ccc(Cl)cc1.Cc1ccc(N)cc1.O=S(=O)(O[Pd]1c2ccccc2-c2ccccc2N~1)C(F)(F)F.COc1ccc(OC)c(P(C(C)(C)C)C(C)(C)C)c1-c1c(C(C)C)cc(C(C)C)cc1C(C)C.CN1CCCN2CCCN=C12.c1ccc(CN(Cc2ccccc2)c2ccno2)cc1. No catalyst specified. The product is COc1ccc(Nc2ccc(C)cc2)cc1. The yield is 0. (7) The reactants are Ic1ccccn1.Cc1ccc(N)cc1.O=S(=O)(O[Pd]1c2ccccc2-c2ccccc2N~1)C(F)(F)F.COc1ccc(OC)c(P(C(C)(C)C)C(C)(C)C)c1-c1c(C(C)C)cc(C(C)C)cc1C(C)C.CN(C)C(=NC(C)(C)C)N(C)C.CCOC(=O)c1ccon1. No catalyst specified. The product is Cc1ccc(Nc2ccccn2)cc1. The yield is 0.632. (8) The reactants are FC(F)(F)c1ccc(I)cc1.Cc1ccc(N)cc1.O=S(=O)(O[Pd]1c2ccccc2-c2ccccc2N~1)C(F)(F)F.CC(C)c1cc(C(C)C)c(-c2ccccc2P(C(C)(C)C)C(C)(C)C)c(C(C)C)c1.CCN=P(N=P(N(C)C)(N(C)C)N(C)C)(N(C)C)N(C)C.Fc1cccc(F)c1-c1ccno1. No catalyst specified. The product is Cc1ccc(Nc2ccc(C(F)(F)F)cc2)cc1. The yield is 0.162. (9) The reactants are FC(F)(F)c1ccc(I)cc1.Cc1ccc(N)cc1.O=S(=O)(O[Pd]1c2ccccc2-c2ccccc2N~1)C(F)(F)F.CC(C)c1cc(C(C)C)c(-c2ccccc2P(C2CCCCC2)C2CCCCC2)c(C(C)C)c1.CN1CCCN2CCCN=C12.c1ccc2nocc2c1. No catalyst specified. The product is Cc1ccc(Nc2ccc(C(F)(F)F)cc2)cc1. The yield is 0.142.